This data is from NCI-60 drug combinations with 297,098 pairs across 59 cell lines. The task is: Regression. Given two drug SMILES strings and cell line genomic features, predict the synergy score measuring deviation from expected non-interaction effect. Drug 1: C1CN1C2=NC(=NC(=N2)N3CC3)N4CC4. Drug 2: C1=NC2=C(N1)C(=S)N=CN2. Cell line: UACC-257. Synergy scores: CSS=21.5, Synergy_ZIP=-5.71, Synergy_Bliss=2.92, Synergy_Loewe=3.89, Synergy_HSA=5.64.